The task is: Predict the product of the given reaction.. This data is from Forward reaction prediction with 1.9M reactions from USPTO patents (1976-2016). (1) The product is: [Cl:1][C:2]1[CH:7]=[CH:6][C:5]([C:8]2[CH:9]=[CH:10][C:11]([CH2:14][CH2:15][CH:16]([OH:38])[CH:17]([CH2:25][CH2:26][N:27]3[C:28](=[O:37])[C:29]4[C:34](=[CH:33][CH:32]=[CH:31][CH:30]=4)[C:35]3=[O:36])[C:18]([OH:20])=[O:19])=[CH:12][CH:13]=2)=[CH:4][CH:3]=1. Given the reactants [Cl:1][C:2]1[CH:7]=[CH:6][C:5]([C:8]2[CH:13]=[CH:12][C:11]([CH2:14][CH2:15][CH:16]([O:38]CC3C=CC(OC)=CC=3)[CH:17]([CH2:25][CH2:26][N:27]3[C:35](=[O:36])[C:34]4[C:29](=[CH:30][CH:31]=[CH:32][CH:33]=4)[C:28]3=[O:37])[C:18]([O:20]C(C)(C)C)=[O:19])=[CH:10][CH:9]=2)=[CH:4][CH:3]=1.FC(F)(F)C(O)=O, predict the reaction product. (2) Given the reactants Br.[NH2:2][C:3]1[N:4]([CH2:18][C:19]([CH3:22])([OH:21])[CH3:20])[C:5]2[C:14]3[CH:13]=[CH:12][C:11]([Br:15])=[CH:10][C:9]=3[N:8]=[C:7](Cl)[C:6]=2[N:17]=1.[NH3:23], predict the reaction product. The product is: [NH2:2][C:3]1[N:4]([CH2:18][C:19]([CH3:22])([OH:21])[CH3:20])[C:5]2[C:14]3[CH:13]=[CH:12][C:11]([Br:15])=[CH:10][C:9]=3[N:8]=[C:7]([NH2:23])[C:6]=2[N:17]=1. (3) Given the reactants [CH2:1]([N:4]([S:34]([CH2:37][C:38]1[CH:43]=[CH:42][CH:41]=[CH:40][CH:39]=1)(=[O:36])=[O:35])[C:5]([CH:7]1[CH2:12][CH2:11][N:10]([C:13]2[C:23]([C:24]#[N:25])=[CH:22][C:16]([C:17]([O:19][CH2:20][CH3:21])=[O:18])=[C:15](OS(C(F)(F)F)(=O)=O)[N:14]=2)[CH2:9][CH2:8]1)=[O:6])[CH:2]=[CH2:3].CN.C[CH2:47][N:48](C(C)C)C(C)C, predict the reaction product. The product is: [CH2:1]([N:4]([S:34]([CH2:37][C:38]1[CH:39]=[CH:40][CH:41]=[CH:42][CH:43]=1)(=[O:35])=[O:36])[C:5]([CH:7]1[CH2:12][CH2:11][N:10]([C:13]2[C:23]([C:24]#[N:25])=[CH:22][C:16]([C:17]([O:19][CH2:20][CH3:21])=[O:18])=[C:15]([NH:48][CH3:47])[N:14]=2)[CH2:9][CH2:8]1)=[O:6])[CH:2]=[CH2:3]. (4) Given the reactants [F:1][C:2]1[CH:3]=[C:4]([CH:42]=[CH:43][CH:44]=1)[CH2:5][N:6]1[C:10]([CH3:11])=[C:9]([C:12]2[C:20]3[C:15](=[N:16][CH:17]=[C:18]([C:21]4[CH:22]=[N:23][C:24]([O:32]C)=[C:25]([NH:27][S:28]([CH3:31])(=[O:30])=[O:29])[CH:26]=4)[CH:19]=3)[N:14](C(OC(C)(C)C)=O)[CH:13]=2)[C:8]([CH3:41])=[N:7]1, predict the reaction product. The product is: [F:1][C:2]1[CH:3]=[C:4]([CH:42]=[CH:43][CH:44]=1)[CH2:5][N:6]1[C:10]([CH3:11])=[C:9]([C:12]2[C:20]3[C:15](=[N:16][CH:17]=[C:18]([C:21]4[CH:26]=[C:25]([NH:27][S:28]([CH3:31])(=[O:29])=[O:30])[C:24]([OH:32])=[N:23][CH:22]=4)[CH:19]=3)[NH:14][CH:13]=2)[C:8]([CH3:41])=[N:7]1. (5) Given the reactants [C:1]([C:3]([C:6]1[CH:7]=[C:8]([CH:28]=[CH:29][CH:30]=1)[C:9]([NH:11][C:12]1[CH:17]=[CH:16][CH:15]=[C:14]([O:18][C:19]2[CH:20]=[N:21][C:22]([N+:25]([O-])=O)=[CH:23][CH:24]=2)[CH:13]=1)=[O:10])([CH3:5])[CH3:4])#[N:2], predict the reaction product. The product is: [NH2:25][C:22]1[N:21]=[CH:20][C:19]([O:18][C:14]2[CH:13]=[C:12]([NH:11][C:9](=[O:10])[C:8]3[CH:28]=[CH:29][CH:30]=[C:6]([C:3]([C:1]#[N:2])([CH3:4])[CH3:5])[CH:7]=3)[CH:17]=[CH:16][CH:15]=2)=[CH:24][CH:23]=1. (6) Given the reactants [CH3:1][C:2]1([CH3:20])[CH2:6][C:5]2([CH2:11][CH2:10][CH:9]([C:12]3[N:16]([CH3:17])[N:15]=[CH:14][C:13]=3CO)[CH2:8][CH2:7]2)[O:4][CH2:3]1.[CH2:21]([N:23]([CH2:26]C)[CH2:24][CH3:25])C.CS(Cl)(=O)=O.[CH3:33][N:34](CCNC)[C:35](=[O:41])[O:36][C:37]([CH3:40])([CH3:39])[CH3:38], predict the reaction product. The product is: [CH3:1][C:2]1([CH3:20])[CH2:6][C:5]2([CH2:11][CH2:10][CH:9]([C:12]3[N:16]([CH3:17])[N:15]=[CH:14][C:13]=3[CH2:26][N:23]([CH3:21])[CH2:24][CH2:25][N:34]([CH3:33])[C:35](=[O:41])[O:36][C:37]([CH3:40])([CH3:39])[CH3:38])[CH2:8][CH2:7]2)[O:4][CH2:3]1. (7) Given the reactants [C:1]([O:4][CH2:5][C:6]1[C:11](Cl)=[CH:10][CH:9]=[CH:8][C:7]=1[N:13]1[CH2:22][CH2:21][C:20]2[C:15](=[CH:16][CH:17]=[C:18]([C:23]([CH3:26])([CH3:25])[CH3:24])[CH:19]=2)[C:14]1=[O:27])(=[O:3])[CH3:2].CC(C1C=C(C(C)C)C(C2C=CC=CC=2P(C2CCCCC2)C2CCCCC2)=C(C(C)C)C=1)C.C([O-])(=O)C.[K+].[B:67]1([B:67]2[O:71][C:70]([CH3:73])([CH3:72])[C:69]([CH3:75])([CH3:74])[O:68]2)[O:71][C:70]([CH3:73])([CH3:72])[C:69]([CH3:75])([CH3:74])[O:68]1, predict the reaction product. The product is: [C:23]([C:18]1[CH:19]=[C:20]2[C:15](=[CH:16][CH:17]=1)[C:14](=[O:27])[N:13]([C:7]1[CH:8]=[CH:9][CH:10]=[C:11]([B:67]3[O:71][C:70]([CH3:73])([CH3:72])[C:69]([CH3:75])([CH3:74])[O:68]3)[C:6]=1[CH2:5][O:4][C:1](=[O:3])[CH3:2])[CH2:22][CH2:21]2)([CH3:26])([CH3:25])[CH3:24].